This data is from Full USPTO retrosynthesis dataset with 1.9M reactions from patents (1976-2016). The task is: Predict the reactants needed to synthesize the given product. (1) Given the product [CH3:1][C:2]1[CH:18]=[CH:17][C:5]2[NH:6][C:7]([C:9]3([CH2:15][NH2:16])[CH2:14][CH2:13][N:12]([C:20]4[C:21]5[CH:28]=[CH:27][NH:26][C:22]=5[N:23]=[CH:24][N:25]=4)[CH2:11][CH2:10]3)=[N:8][C:4]=2[CH:3]=1, predict the reactants needed to synthesize it. The reactants are: [CH3:1][C:2]1[CH:18]=[CH:17][C:5]2[NH:6][C:7]([C:9]3([CH2:15][NH2:16])[CH2:14][CH2:13][NH:12][CH2:11][CH2:10]3)=[N:8][C:4]=2[CH:3]=1.Cl[C:20]1[C:21]2[CH:28]=[CH:27][NH:26][C:22]=2[N:23]=[CH:24][N:25]=1.C(N(C(C)C)C(C)C)C. (2) Given the product [C:22]([O:21][C@H:19]1[CH2:18][CH2:17][C@@:16]2([CH3:25])[C@@H:15]([CH2:14][CH2:13][C@@H:12]3[C@@H:11]2[CH2:10][CH2:9][C@@:8]2([CH3:26])[C@H:7]3[CH2:6][CH2:5][C@@H:4]2[C:2](=[O:3])[CH3:1])[CH2:20]1)(=[O:23])[CH3:24], predict the reactants needed to synthesize it. The reactants are: [CH3:1][C:2]([C@@H:4]1[C@@:8]2([CH3:26])[CH2:9][CH2:10][C@@H:11]3[C@@:16]4([CH3:25])[CH2:17][CH2:18][C@H:19]([O:21][C:22]([CH3:24])=[O:23])[CH2:20][C:15]4=[CH:14][CH2:13][C@H:12]3[C@@H:7]2[CH2:6][CH2:5]1)=[O:3]. (3) The reactants are: [CH:1]1([N:5]2[CH2:10][CH2:9][N:8]([C:11]([CH:13]3[C:15]4([CH2:20][CH2:19][N:18]([CH2:21][C:22]([OH:24])=O)[CH2:17][CH2:16]4)[CH2:14]3)=[O:12])[CH2:7][CH2:6]2)[CH2:4][CH2:3][CH2:2]1.O=S(Cl)Cl.[CH3:29][NH2:30].C1COCC1. Given the product [CH:1]1([N:5]2[CH2:10][CH2:9][N:8]([C:11]([CH:13]3[C:15]4([CH2:16][CH2:17][N:18]([CH2:21][C:22]([NH:30][CH3:29])=[O:24])[CH2:19][CH2:20]4)[CH2:14]3)=[O:12])[CH2:7][CH2:6]2)[CH2:2][CH2:3][CH2:4]1, predict the reactants needed to synthesize it. (4) Given the product [OH:2][C:3]1[CH:8]=[CH:7][N:6]=[C:5]2[C:9](=[O:26])[N:10]([CH2:17][C:18]3[CH:19]=[CH:20][C:21]([O:24][CH3:25])=[CH:22][CH:23]=3)[C:11]3([CH2:16][CH2:15][CH2:14][CH2:13][CH2:12]3)[C:4]=12, predict the reactants needed to synthesize it. The reactants are: C[O:2][C:3]1[CH:8]=[CH:7][N:6]=[C:5]2[C:9](=[O:26])[N:10]([CH2:17][C:18]3[CH:23]=[CH:22][C:21]([O:24][CH3:25])=[CH:20][CH:19]=3)[C:11]3([CH2:16][CH2:15][CH2:14][CH2:13][CH2:12]3)[C:4]=12.B(Br)(Br)Br.